This data is from Full USPTO retrosynthesis dataset with 1.9M reactions from patents (1976-2016). The task is: Predict the reactants needed to synthesize the given product. (1) Given the product [ClH:30].[CH:25]([C:22]1[CH:23]=[CH:24][C:19]([C:17]2[N:18]=[C:14]([N:7]3[C:8]4[C:13](=[CH:12][CH:11]=[CH:10][CH:9]=4)[C:5]([C:3]([OH:4])=[O:2])=[N:6]3)[S:15][CH:16]=2)=[CH:20][CH:21]=1)([CH3:27])[CH3:26], predict the reactants needed to synthesize it. The reactants are: C[O:2][C:3]([C:5]1[C:13]2[C:8](=[CH:9][CH:10]=[CH:11][CH:12]=2)[N:7]([C:14]2[S:15][CH:16]=[C:17]([C:19]3[CH:24]=[CH:23][C:22]([CH:25]([CH3:27])[CH3:26])=[CH:21][CH:20]=3)[N:18]=2)[N:6]=1)=[O:4].[Li+].[OH-].[ClH:30]. (2) Given the product [OH:29][CH2:28][CH:27]([O:26]/[N:25]=[C:21](/[C:18]1[N:17]=[C:16]2[N:12]([CH2:11][C:7]3[CH:6]=[C:5]4[C:10](=[CH:9][CH:8]=3)[N:1]=[CH:2][CH:3]=[CH:4]4)[N:13]=[N:14][C:15]2=[N:20][CH:19]=1)\[CH3:22])[CH3:30], predict the reactants needed to synthesize it. The reactants are: [N:1]1[C:10]2[C:5](=[CH:6][C:7]([CH2:11][N:12]3[C:16]4=[N:17][C:18]([C:21](=O)[CH3:22])=[CH:19][N:20]=[C:15]4[N:14]=[N:13]3)=[CH:8][CH:9]=2)[CH:4]=[CH:3][CH:2]=1.Cl.[NH2:25][O:26][CH:27]([CH3:30])[CH2:28][OH:29]. (3) Given the product [N:21]1([CH2:20][C:19]2[CH:18]=[CH:17][C:16]([C:3]#[C:2][CH2:1][N:4]3[CH2:8][C:7]4([CH2:9][CH2:10][CH2:11][CH2:12][CH2:13]4)[O:6][C:5]3=[O:14])=[CH:28][CH:27]=2)[CH2:22][CH2:23][O:24][CH2:25][CH2:26]1, predict the reactants needed to synthesize it. The reactants are: [CH2:1]([N:4]1[CH2:8][C:7]2([CH2:13][CH2:12][CH2:11][CH2:10][CH2:9]2)[O:6][C:5]1=[O:14])[C:2]#[CH:3].I[C:16]1[CH:28]=[CH:27][C:19]([CH2:20][N:21]2[CH2:26][CH2:25][O:24][CH2:23][CH2:22]2)=[CH:18][CH:17]=1.C(N(CC)CC)C.